From a dataset of Forward reaction prediction with 1.9M reactions from USPTO patents (1976-2016). Predict the product of the given reaction. (1) Given the reactants Cl.Cl.Cl.Cl.[NH2:5][CH2:6][C:7]1[CH:12]=[CH:11][CH:10]=[CH:9][C:8]=1[N:13]1[CH:17]=[C:16]([CH2:18][N:19]([CH3:30])[CH:20]2[C:29]3[N:28]=[CH:27][CH:26]=[CH:25][C:24]=3[CH2:23][CH2:22][CH2:21]2)[N:15]=[N:14]1.[N:31]1[CH:36]=[CH:35][CH:34]=[CH:33][C:32]=1[CH:37]=O.C(N(CC)CC)C.[BH4-].[Na+], predict the reaction product. The product is: [CH3:30][N:19]([CH2:18][C:16]1[N:15]=[N:14][N:13]([C:8]2[CH:9]=[CH:10][CH:11]=[CH:12][C:7]=2[CH2:6][NH:5][CH2:37][C:32]2[CH:33]=[CH:34][CH:35]=[CH:36][N:31]=2)[CH:17]=1)[CH:20]1[C:29]2[N:28]=[CH:27][CH:26]=[CH:25][C:24]=2[CH2:23][CH2:22][CH2:21]1. (2) Given the reactants [F:1][C:2]([F:19])([F:18])[CH:3]1[CH2:5][N:4]1[S:6]([C:9]1[C:14]([CH3:15])=[CH:13][C:12]([CH3:16])=[CH:11][C:10]=1[CH3:17])(=[O:8])=[O:7].[N:20]1[C:29]2[C:24](=[C:25]([NH2:30])[CH:26]=[CH:27][CH:28]=2)[CH:23]=[CH:22][CH:21]=1.C[Si]([N-][Si](C)(C)C)(C)C.[Na+].O, predict the reaction product. The product is: [CH3:17][C:10]1[CH:11]=[C:12]([CH3:16])[CH:13]=[C:14]([CH3:15])[C:9]=1[S:6]([NH:4][CH:3]([CH2:5][NH:30][C:25]1[CH:26]=[CH:27][CH:28]=[C:29]2[C:24]=1[CH:23]=[CH:22][CH:21]=[N:20]2)[C:2]([F:19])([F:18])[F:1])(=[O:8])=[O:7]. (3) Given the reactants FC(F)(F)C(O)=O.[Cl:8][C:9]1[CH:14]=[CH:13][C:12]([NH:15][C:16](=[O:30])[NH:17][C:18]2[S:26][C:21]3[CH2:22][NH:23][CH2:24][CH2:25][C:20]=3[C:19]=2[C:27]([NH2:29])=[O:28])=[CH:11][CH:10]=1.[CH3:31][C:32]1([CH3:35])[CH2:34][O:33]1.C(N(C(C)C)CC)(C)C, predict the reaction product. The product is: [Cl:8][C:9]1[CH:10]=[CH:11][C:12]([NH:15][C:16](=[O:30])[NH:17][C:18]2[S:26][C:21]3[CH2:22][N:23]([CH2:31][C:32]([OH:33])([CH3:35])[CH3:34])[CH2:24][CH2:25][C:20]=3[C:19]=2[C:27]([NH2:29])=[O:28])=[CH:13][CH:14]=1. (4) The product is: [CH3:22][N:23]([CH:34]1[CH2:39][CH2:38][N:37]([CH3:40])[CH2:36][CH2:35]1)[C:24]1[O:25][C:26]2[CH:32]=[CH:31][C:30]([NH:33][C:13]([C:10]3[CH:9]=[CH:8][C:7]([C:16]4[CH:21]=[CH:20][CH:19]=[CH:18][CH:17]=4)=[CH:12][CH:11]=3)=[O:15])=[CH:29][C:27]=2[N:28]=1. Given the reactants C(Cl)(=O)C(Cl)=O.[C:7]1([C:16]2[CH:21]=[CH:20][CH:19]=[CH:18][CH:17]=2)[CH:12]=[CH:11][C:10]([C:13]([OH:15])=O)=[CH:9][CH:8]=1.[CH3:22][N:23]([CH:34]1[CH2:39][CH2:38][N:37]([CH3:40])[CH2:36][CH2:35]1)[C:24]1[O:25][C:26]2[CH:32]=[CH:31][C:30]([NH2:33])=[CH:29][C:27]=2[N:28]=1.N1C=CC=CC=1, predict the reaction product. (5) Given the reactants [Cl:1][C:2]1[CH:11]=[CH:10][CH:9]=[C:8]2[C:3]=1[CH:4]=[CH:5][N:6]([CH2:13][C:14]1[CH:15]=[C:16]([CH:21]=[CH:22][N:23]=1)[C:17]([O:19]C)=O)[C:7]2=[O:12].[OH-].[Na+].Cl.[NH2:27][CH2:28][C:29]1[C:34]([CH3:35])=[CH:33][C:32]([NH2:36])=C[C:30]=1[CH3:37].C[N:39](C(ON1N=NC2C=CC=NC1=2)=[N+](C)C)C.F[P-](F)(F)(F)(F)F.CCN(CC)CC, predict the reaction product. The product is: [NH2:36][C:32]1[N:39]=[C:30]([CH3:37])[C:29]([CH2:28][NH:27][C:17](=[O:19])[C:16]2[CH:21]=[CH:22][N:23]=[C:14]([CH2:13][N:6]3[CH:5]=[CH:4][C:3]4[C:8](=[CH:9][CH:10]=[CH:11][C:2]=4[Cl:1])[C:7]3=[O:12])[CH:15]=2)=[C:34]([CH3:35])[CH:33]=1. (6) Given the reactants C(OC([N:8]1[CH2:13][CH2:12][CH:11]([CH2:14][CH2:15][O:16][CH:17]2[CH2:22][CH2:21][CH2:20][CH2:19][CH2:18]2)[CH2:10][CH2:9]1)=O)(C)(C)C.Cl.CCOCC, predict the reaction product. The product is: [CH:17]1([O:16][CH2:15][CH2:14][CH:11]2[CH2:10][CH2:9][NH:8][CH2:13][CH2:12]2)[CH2:22][CH2:21][CH2:20][CH2:19][CH2:18]1. (7) The product is: [CH2:15]([N:9]1[CH2:8][CH2:3][CH:2]([C:1]([OH:5])=[O:4])[CH2:10]1)[C:16]1[CH:17]=[CH:18][CH:19]=[CH:20][CH:21]=1. Given the reactants [C:1]([OH:5])(=[O:4])[CH:2]=[CH2:3].CO[CH2:8][N:9]([CH2:15][C:16]1[CH:21]=[CH:20][CH:19]=[CH:18][CH:17]=1)[CH2:10][Si](C)(C)C, predict the reaction product. (8) Given the reactants [Cl:1][C:2]1[CH:7]=[C:6]([Cl:8])[CH:5]=[CH:4][C:3]=1[C:9]1[C:10]([C:26]#[N:27])=[C:11]([C:19]2[CH:24]=[CH:23][N:22]=[C:21](F)[CH:20]=2)[S:12][C:13]=1[C:14]1[NH:18][N:17]=[N:16][CH:15]=1.COC1C=C(OC)C=CC=1C[NH2:33].CCN(C(C)C)C(C)C.C(O)CCC.C(Cl)Cl.C(O)(C(F)(F)F)=O.C(=O)(O)[O-].[Na+], predict the reaction product. The product is: [NH2:33][C:21]1[CH:20]=[C:19]([C:11]2[S:12][C:13]([C:14]3[NH:18][N:17]=[N:16][CH:15]=3)=[C:9]([C:3]3[CH:4]=[CH:5][C:6]([Cl:8])=[CH:7][C:2]=3[Cl:1])[C:10]=2[C:26]#[N:27])[CH:24]=[CH:23][N:22]=1. (9) The product is: [OH:36][CH:7]1[C:6]2[C:11](=[C:12]([CH2:13][CH2:14][N:15]3[CH2:20][CH2:19][CH:18]([N:21]4[C:29]5[C:24](=[CH:25][CH:26]=[C:27]([C:30]([NH:32][CH3:33])=[O:31])[CH:28]=5)[CH:23]=[CH:22]4)[CH2:17][CH2:16]3)[C:3]([O:2][CH3:1])=[CH:4][CH:5]=2)[O:10][C:9]([CH3:35])([CH3:34])[CH2:8]1. Given the reactants [CH3:1][O:2][C:3]1[C:12]([CH2:13][CH2:14][N:15]2[CH2:20][CH2:19][CH:18]([N:21]3[C:29]4[C:24](=[CH:25][CH:26]=[C:27]([C:30]([NH:32][CH3:33])=[O:31])[CH:28]=4)[CH:23]=[CH:22]3)[CH2:17][CH2:16]2)=[C:11]2[C:6]([C:7](=[O:36])[CH2:8][C:9]([CH3:35])([CH3:34])[O:10]2)=[CH:5][CH:4]=1.[BH4-].[Na+].C(=O)(O)[O-].[Na+], predict the reaction product. (10) Given the reactants [CH3:1][S:2]([N:5]1[CH2:10][CH:9]=[C:8]([C:11]2[CH:12]=[C:13]3[CH2:19][C@:18]([CH3:26])([CH:20]4[CH2:25][CH2:24][NH:23][CH2:22][CH2:21]4)[O:17][C:14]3=[CH:15][N:16]=2)[CH2:7][CH2:6]1)(=[O:4])=[O:3].[F:27][C:28]([F:45])([F:44])[C@@H:29]([O:31][C:32](=O)[O:33]C1C=CC([N+]([O-])=O)=CC=1)[CH3:30], predict the reaction product. The product is: [F:27][C:28]([F:45])([F:44])[C@@H:29]([O:31][C:32]([N:23]1[CH2:24][CH2:25][CH:20]([C@:18]2([CH3:26])[O:17][C:14]3=[CH:15][N:16]=[C:11]([C:8]4[CH2:9][CH2:10][N:5]([S:2]([CH3:1])(=[O:3])=[O:4])[CH2:6][CH:7]=4)[CH:12]=[C:13]3[CH2:19]2)[CH2:21][CH2:22]1)=[O:33])[CH3:30].